From a dataset of Full USPTO retrosynthesis dataset with 1.9M reactions from patents (1976-2016). Predict the reactants needed to synthesize the given product. (1) Given the product [CH:20]([C:23]1[CH:28]=[CH:27][CH:26]=[C:25]([CH:29]([CH3:30])[CH3:31])[C:24]=1[NH:32][C:33](=[O:34])[N:10]([C:7]1[CH:8]=[CH:9][C:4]([CH:1]([CH3:3])[CH3:2])=[CH:5][CH:6]=1)[CH2:11][C:12]1[CH:13]=[CH:14][C:15]([S:18][CH3:19])=[CH:16][CH:17]=1)([CH3:21])[CH3:22], predict the reactants needed to synthesize it. The reactants are: [CH:1]([C:4]1[CH:9]=[CH:8][C:7]([NH:10][CH2:11][C:12]2[CH:17]=[CH:16][C:15]([S:18][CH3:19])=[CH:14][CH:13]=2)=[CH:6][CH:5]=1)([CH3:3])[CH3:2].[CH:20]([C:23]1[CH:28]=[CH:27][CH:26]=[C:25]([CH:29]([CH3:31])[CH3:30])[C:24]=1[N:32]=[C:33]=[O:34])([CH3:22])[CH3:21]. (2) Given the product [C:24]([CH2:23][C:18]1[CH:19]=[CH:20][CH:21]=[CH:22][C:17]=1[C:2]#[C:1][C:3]1[CH:8]=[CH:7][C:6]([CH2:9][CH2:10][C:11]([O:13][CH3:14])=[O:12])=[C:5]([F:15])[CH:4]=1)#[N:25], predict the reactants needed to synthesize it. The reactants are: [C:1]([C:3]1[CH:8]=[CH:7][C:6]([CH2:9][CH2:10][C:11]([O:13][CH3:14])=[O:12])=[C:5]([F:15])[CH:4]=1)#[CH:2].I[C:17]1[CH:22]=[CH:21][CH:20]=[CH:19][C:18]=1[CH2:23][C:24]#[N:25]. (3) Given the product [CH3:19][O:18][CH2:17][CH2:16][O:15][CH2:14][C@@H:4]1[CH2:3][C@H:2]([O:1][S:20]([C:23]2[CH:29]=[CH:28][C:26]([CH3:27])=[CH:25][CH:24]=2)(=[O:22])=[O:21])[CH2:6][N:5]1[C:7]([O:9][C:10]([CH3:11])([CH3:12])[CH3:13])=[O:8], predict the reactants needed to synthesize it. The reactants are: [OH:1][C@@H:2]1[CH2:6][N:5]([C:7]([O:9][C:10]([CH3:13])([CH3:12])[CH3:11])=[O:8])[C@H:4]([CH2:14][O:15][CH2:16][CH2:17][O:18][CH3:19])[CH2:3]1.[S:20](Cl)([C:23]1[CH:29]=[CH:28][C:26]([CH3:27])=[CH:25][CH:24]=1)(=[O:22])=[O:21]. (4) Given the product [C:9]([O:13][C:14](=[O:19])[NH:15][CH2:16][CH2:17][NH:18][CH2:1][C:2]1[CH:7]=[CH:6][CH:5]=[CH:4][CH:3]=1)([CH3:12])([CH3:10])[CH3:11], predict the reactants needed to synthesize it. The reactants are: [CH:1](=O)[C:2]1[CH:7]=[CH:6][CH:5]=[CH:4][CH:3]=1.[C:9]([O:13][C:14](=[O:19])[NH:15][CH2:16][CH2:17][NH2:18])([CH3:12])([CH3:11])[CH3:10].C(O[BH-](OC(=O)C)OC(=O)C)(=O)C.[Na+].ClCCl. (5) Given the product [CH3:1][N:2]1[CH:10]=[C:9]2[C:4]([CH:5]=[C:6]([NH:11][C:12]([C:14]3[CH:19]=[CH:18][CH:17]=[CH:16][C:15]=3[NH:20][CH2:21][C:22]3[CH:27]=[CH:26][N:25]=[C:24]([NH:28][C:29]([N:31]4[CH2:32][CH2:33][C:34]([OH:37])([CH3:38])[CH2:35][CH2:36]4)=[O:30])[CH:23]=3)=[O:13])[CH:7]=[CH:8]2)=[N:3]1, predict the reactants needed to synthesize it. The reactants are: [CH3:1][N:2]1[CH:10]=[C:9]2[C:4]([CH:5]=[C:6]([NH:11][C:12]([C:14]3[CH:19]=[CH:18][CH:17]=[CH:16][C:15]=3[NH:20][CH2:21][C:22]3[CH:27]=[CH:26][N:25]=[C:24]([NH:28][C:29]([N:31]4[CH2:36][CH2:35][C:34](=[O:37])[CH2:33][CH2:32]4)=[O:30])[CH:23]=3)=[O:13])[CH:7]=[CH:8]2)=[N:3]1.[CH3:38][Li]. (6) Given the product [OH:29][C:2]([CH3:25])([CH3:1])[CH2:11][CH2:10][C:9]1[C:4](=[O:3])[C:5]([C:15]2[CH:16]=[CH:17][C:18]([C:21]([F:22])([F:23])[F:24])=[CH:19][CH:20]=2)=[C:6]([CH3:14])[C:7](=[O:13])[C:8]=1[CH3:12], predict the reactants needed to synthesize it. The reactants are: [CH3:1][C:2]1([CH3:25])[CH2:11][CH2:10][C:9]2[C:4](=[C:5]([C:15]3[CH:20]=[CH:19][C:18]([C:21]([F:24])([F:23])[F:22])=[CH:17][CH:16]=3)[C:6]([CH3:14])=[C:7]([OH:13])[C:8]=2[CH3:12])[O:3]1.C1C[O:29]CC1.C(#N)C. (7) Given the product [Cl:1][C:2]1[C:3]([N:15]2[CH2:20][CH2:19][N:18]([C:21]([O:23][C:24]([CH3:25])([CH3:27])[CH3:26])=[O:22])[CH2:17][CH2:16]2)=[N:4][CH:5]=[C:6]([C:8]2[O:9][C:10]([CH2:13][CH3:14])=[CH:11][N:12]=2)[CH:7]=1, predict the reactants needed to synthesize it. The reactants are: [Cl:1][C:2]1[C:3]([N:15]2[CH2:20][CH2:19][N:18]([C:21]([O:23][C:24]([CH3:27])([CH3:26])[CH3:25])=[O:22])[CH2:17][CH2:16]2)=[N:4][CH:5]=[C:6]([C:8]2[O:9][CH:10]([CH2:13][CH3:14])[CH2:11][N:12]=2)[CH:7]=1.C(C1C(=O)C(Cl)=C(Cl)C(=O)C=1C#N)#N.